Dataset: Reaction yield outcomes from USPTO patents with 853,638 reactions. Task: Predict the reaction yield, written as a fraction of the theoretical maximum amount of product (1.0 means a 100% yield; for example, 0.34 means a 34% yield). (1) The reactants are Cl[C:2]1[C:11]2[C:6](=[CH:7][CH:8]=[CH:9][CH:10]=2)[C:5]([CH2:12][C:13]2[CH:18]=[CH:17][N:16]=[CH:15][CH:14]=2)=[N:4][N:3]=1.[F:19][C:20]1[C:28]([OH:29])=[CH:27][CH:26]=[C:25]2[C:21]=1[CH:22]=[CH:23][NH:24]2.C(=O)([O-])[O-].[Cs+].[Cs+]. The catalyst is CN(C=O)C. The product is [F:19][C:20]1[C:28]([O:29][C:2]2[C:11]3[C:6](=[CH:7][CH:8]=[CH:9][CH:10]=3)[C:5]([CH2:12][C:13]3[CH:18]=[CH:17][N:16]=[CH:15][CH:14]=3)=[N:4][N:3]=2)=[CH:27][CH:26]=[C:25]2[C:21]=1[CH:22]=[CH:23][NH:24]2. The yield is 0.220. (2) The reactants are [F-].[Cs+].[Si]([O:20][C@H:21]1[C:30]2[C:25](=[CH:26][CH:27]=[CH:28][CH:29]=2)[C@H:24]([N:31]2[C:39](=[O:40])[NH:38][C:37]3[C:32]2=[N:33][C:34]([C:41]2[N:45]4[CH:46]=[C:47]([F:50])[CH:48]=[CH:49][C:44]4=[N:43][CH:42]=2)=[N:35][CH:36]=3)[CH2:23][CH2:22]1)(C(C)(C)C)(C1C=CC=CC=1)C1C=CC=CC=1. The yield is 0.470. The product is [F:50][C:47]1[CH:48]=[CH:49][C:44]2[N:45]([C:41]([C:34]3[N:33]=[C:32]4[C:37]([NH:38][C:39](=[O:40])[N:31]4[C@H:24]4[C:25]5[C:30](=[CH:29][CH:28]=[CH:27][CH:26]=5)[C@H:21]([OH:20])[CH2:22][CH2:23]4)=[CH:36][N:35]=3)=[CH:42][N:43]=2)[CH:46]=1. The catalyst is CN(C)C=O. (3) The reactants are [C:1]([C:4]1[CH:5]=[C:6]([C:28]([F:31])([F:30])[F:29])[C:7]2[N:8]([C:10]([Cl:27])=[C:11]([C:13]([N:15]3[CH2:20][CH2:19][CH:18]([N:21]4[CH2:25][CH2:24][O:23][C:22]4=[O:26])[CH2:17][CH2:16]3)=[O:14])[N:12]=2)[CH:9]=1)(=[O:3])[CH3:2].[BH4-].[Na+]. The catalyst is CO.CCOC(C)=O. The product is [Cl:27][C:10]1[N:8]2[CH:9]=[C:4]([CH:1]([OH:3])[CH3:2])[CH:5]=[C:6]([C:28]([F:31])([F:30])[F:29])[C:7]2=[N:12][C:11]=1[C:13]([N:15]1[CH2:16][CH2:17][CH:18]([N:21]2[CH2:25][CH2:24][O:23][C:22]2=[O:26])[CH2:19][CH2:20]1)=[O:14]. The yield is 0.627.